This data is from Forward reaction prediction with 1.9M reactions from USPTO patents (1976-2016). The task is: Predict the product of the given reaction. Given the reactants C(O[C:4]([C:6]1[C:11](=[O:12])[N:10]([CH3:13])[C:9]2[S:14][CH:15]=[C:16]([CH3:17])[C:8]=2[C:7]=1[OH:18])=[O:5])C.[CH3:19][NH:20][C:21]1[CH:28]=[CH:27][C:24]([O:25][CH3:26])=[CH:23][CH:22]=1, predict the reaction product. The product is: [OH:18][C:7]1[C:8]2[C:16]([CH3:17])=[CH:15][S:14][C:9]=2[N:10]([CH3:13])[C:11](=[O:12])[C:6]=1[C:4]([N:20]([C:21]1[CH:28]=[CH:27][C:24]([O:25][CH3:26])=[CH:23][CH:22]=1)[CH3:19])=[O:5].